This data is from Catalyst prediction with 721,799 reactions and 888 catalyst types from USPTO. The task is: Predict which catalyst facilitates the given reaction. (1) Reactant: [S:1]1[C:5]2[CH:6]=[C:7]([OH:10])[CH:8]=[CH:9][C:4]=2[CH:3]=[N:2]1.CN(C)C=O.C(=O)([O-])[O-].[K+].[K+].[Cl:22][C:23]1[CH:28]=[C:27]([N+:29]([O-])=O)[CH:26]=[CH:25][C:24]=1F. Product: [S:1]1[C:5]2[CH:6]=[C:7]([O:10][C:24]3[CH:25]=[CH:26][C:27]([NH2:29])=[CH:28][C:23]=3[Cl:22])[CH:8]=[CH:9][C:4]=2[CH:3]=[N:2]1. The catalyst class is: 6. (2) Reactant: [CH3:1][N:2]([CH2:4][CH2:5][N:6]1[C:20](=[O:21])[C:15]2=[CH:16][C:17]([NH2:19])=[CH:18][C:13]3[C:14]2=[C:9]([CH:10]=[CH:11][CH:12]=3)[C:7]1=[O:8])[CH3:3].[OH:22][C:23]1[CH:30]=[CH:29][C:28]([OH:31])=[CH:27][C:24]=1[CH:25]=O. Product: [CH3:3][N:2]([CH3:1])[CH2:4][CH2:5][N:6]1[C:20](=[O:21])[C:15]2[CH:16]=[C:17](/[N:19]=[CH:25]\[C:24]3[CH:27]=[C:28]([OH:31])[CH:29]=[CH:30][C:23]=3[OH:22])[CH:18]=[C:13]3[C:14]=2[C:9](=[CH:10][CH:11]=[CH:12]3)[C:7]1=[O:8]. The catalyst class is: 11. (3) Reactant: Cl[C:2]1[CH:7]=[CH:6][C:5]([CH2:8][CH2:9][C:10]2[N:11]([CH3:36])[C:12]([C:15]3[CH:20]=[CH:19][N:18]=[C:17]([NH:21][C:22]4[CH:27]=[CH:26][C:25]([S:28](=[O:35])(=[O:34])[NH:29][CH2:30][CH2:31][O:32][CH3:33])=[CH:24][CH:23]=4)[N:16]=3)=[CH:13][N:14]=2)=[CH:4][CH:3]=1.C(N(CC)CC)C.CCOC(C)=O. Product: [CH2:9]([C:10]1[N:11]([CH3:36])[C:12]([C:15]2[CH:20]=[CH:19][N:18]=[C:17]([NH:21][C:22]3[CH:27]=[CH:26][C:25]([S:28](=[O:35])(=[O:34])[NH:29][CH2:30][CH2:31][O:32][CH3:33])=[CH:24][CH:23]=3)[N:16]=2)=[CH:13][N:14]=1)[CH2:8][C:5]1[CH:6]=[CH:7][CH:2]=[CH:3][CH:4]=1. The catalyst class is: 29. (4) Reactant: [C:1]1(=[O:7])[O:6][C:4](=[O:5])[CH2:3][CH2:2]1.[OH:8][CH2:9][CH:10]([CH2:12][OH:13])[OH:11]. Product: [OH:8][CH2:9][CH:10]([CH2:12][OH:13])[OH:11].[C:1]([O-:6])(=[O:7])[CH2:2][CH2:3][C:4]([O-:8])=[O:5]. The catalyst class is: 501.